The task is: Predict the reaction yield, written as a fraction of the theoretical maximum amount of product (1.0 means a 100% yield; for example, 0.34 means a 34% yield).. This data is from Reaction yield outcomes from USPTO patents with 853,638 reactions. (1) The catalyst is C(Cl)Cl.CN(C1C=CN=CC=1)C. The reactants are [OH:1][C:2]1[CH:9]=[CH:8][C:7]([I:10])=[CH:6][C:3]=1[CH:4]=[CH2:5].[CH3:11][O:12][CH2:13][O:14][C:15]1[CH:23]=[CH:22][C:18]([C:19](O)=[O:20])=[CH:17][CH:16]=1.C1CCC(N=C=NC2CCCCC2)CC1. The yield is 0.790. The product is [CH:4]([C:3]1[CH:6]=[C:7]([I:10])[CH:8]=[CH:9][C:2]=1[O:1][C:19](=[O:20])[C:18]1[CH:17]=[CH:16][C:15]([O:14][CH2:13][O:12][CH3:11])=[CH:23][CH:22]=1)=[CH2:5]. (2) The reactants are C[O:2][C:3]([C@H:5]1[CH2:10][CH2:9][C@H:8]([O:11][C:12]2[CH:17]=[CH:16][CH:15]=[CH:14][C:13]=2[C:18]#[N:19])[CH2:7][CH2:6]1)=O.O.[NH2:21][NH2:22]. The catalyst is C(O)CCC. The product is [C:18]([C:13]1[CH:14]=[CH:15][CH:16]=[CH:17][C:12]=1[O:11][C@H:8]1[CH2:9][CH2:10][C@H:5]([C:3]([NH:21][NH2:22])=[O:2])[CH2:6][CH2:7]1)#[N:19]. The yield is 0.900. (3) The reactants are C1(S([N:10]2[C:14]3=[N:15][CH:16]=[C:17]([CH2:19][CH:20]([CH3:22])[CH3:21])[CH:18]=[C:13]3[C:12]([C:23]3[N:24]=[C:25]([CH:28]4[CH2:33][CH2:32][N:31]([CH3:34])[CH2:30][CH2:29]4)[S:26][CH:27]=3)=[CH:11]2)(=O)=O)C=CC=CC=1.[OH-].[Na+].C([O-])(O)=O.[Na+]. The catalyst is CCO. The product is [CH2:19]([C:17]1[CH:18]=[C:13]2[C:12]([C:23]3[N:24]=[C:25]([CH:28]4[CH2:29][CH2:30][N:31]([CH3:34])[CH2:32][CH2:33]4)[S:26][CH:27]=3)=[CH:11][NH:10][C:14]2=[N:15][CH:16]=1)[CH:20]([CH3:22])[CH3:21]. The yield is 0.490. (4) The reactants are O.Cl.[NH:3]1[CH2:8][CH2:7][C:6](=[O:9])[CH2:5][CH2:4]1.Cl[C:11]1[CH:16]=[CH:15][N:14]=[C:13]([CH3:17])[CH:12]=1. The yield is 0.470. The catalyst is C(O)(=O)C. The product is [CH3:17][C:13]1[CH:12]=[C:11]([N:3]2[CH2:8][CH2:7][C:6](=[O:9])[CH2:5][CH2:4]2)[CH:16]=[CH:15][N:14]=1. (5) The reactants are [CH3:1][O:2][C:3]1[CH:4]=[CH:5][C:6]2[C:7]([CH:21]=1)=[N:8][C:9]1[C:10]([C:18]([OH:20])=O)=[CH:11][N:12]([CH3:17])[C:13](=[O:16])[C:14]=1[CH:15]=2.[CH:22]1[N:26]=[CH:25][N:24]([C:27](N2C=NC=C2)=O)[CH:23]=1. The catalyst is C(#N)C. The product is [CH3:25][N:24]([CH3:27])[CH2:23][CH2:22][NH:26][C:18]([C:10]1[C:9]2[N:8]=[C:7]3[CH:21]=[C:3]([O:2][CH3:1])[CH:4]=[CH:5][C:6]3=[CH:15][C:14]=2[C:13](=[O:16])[N:12]([CH3:17])[CH:11]=1)=[O:20]. The yield is 0.800. (6) The catalyst is C(O)C.C(OCC)C. The reactants are Cl[C:2]1[C:11]2[C:6](=[CH:7][N:8]=[CH:9][CH:10]=2)[CH:5]=[C:4]([C:12]2[CH:17]=[CH:16][N:15]=[C:14]([Cl:18])[CH:13]=2)[N:3]=1.C(N(CC)CC)C.[C:26]([O:30][C:31]([N:33]1[CH2:38][CH2:37][NH:36][CH2:35][CH2:34]1)=[O:32])([CH3:29])([CH3:28])[CH3:27]. The product is [C:26]([O:30][C:31]([N:33]1[CH2:38][CH2:37][N:36]([C:2]2[C:11]3[C:6](=[CH:7][N:8]=[CH:9][CH:10]=3)[CH:5]=[C:4]([C:12]3[CH:17]=[CH:16][N:15]=[C:14]([Cl:18])[CH:13]=3)[N:3]=2)[CH2:35][CH2:34]1)=[O:32])([CH3:29])([CH3:27])[CH3:28]. The yield is 0.710. (7) The reactants are [CH2:1]([C:8]1[S:12][C:11]([NH2:13])=[N:10][C:9]=1[C:14]1[CH:19]=[CH:18][C:17]([O:20][CH3:21])=[CH:16][CH:15]=1)[C:2]1[CH:7]=[CH:6][CH:5]=[CH:4][CH:3]=1.[CH3:22][O:23][C:24]1[CH:32]=[C:31]([O:33][CH3:34])[CH:30]=[CH:29][C:25]=1[C:26](Cl)=[O:27]. No catalyst specified. The product is [CH2:1]([C:8]1[S:12][C:11]([NH:13][C:26](=[O:27])[C:25]2[CH:29]=[CH:30][C:31]([O:33][CH3:34])=[CH:32][C:24]=2[O:23][CH3:22])=[N:10][C:9]=1[C:14]1[CH:15]=[CH:16][C:17]([O:20][CH3:21])=[CH:18][CH:19]=1)[C:2]1[CH:3]=[CH:4][CH:5]=[CH:6][CH:7]=1. The yield is 0.710. (8) The reactants are Cl[C:2]1[C:7]([N+:8]([O-:10])=[O:9])=[C:6]([NH2:11])[CH:5]=[CH:4][N:3]=1.[F:12][C:13]1[CH:14]=[C:15](B(O)O)[CH:16]=[CH:17][CH:18]=1.C([O-])([O-])=O.[Na+].[Na+].C1(C)C=CC=CC=1. The catalyst is C1C=CC([P]([Pd]([P](C2C=CC=CC=2)(C2C=CC=CC=2)C2C=CC=CC=2)([P](C2C=CC=CC=2)(C2C=CC=CC=2)C2C=CC=CC=2)[P](C2C=CC=CC=2)(C2C=CC=CC=2)C2C=CC=CC=2)(C2C=CC=CC=2)C2C=CC=CC=2)=CC=1.CCO.O. The product is [F:12][C:13]1[CH:18]=[C:17]([C:2]2[C:7]([N+:8]([O-:10])=[O:9])=[C:6]([NH2:11])[CH:5]=[CH:4][N:3]=2)[CH:16]=[CH:15][CH:14]=1. The yield is 0.712. (9) The reactants are [NH2:1][C:2]1[CH:7]=[CH:6][C:5]([C:8]2[C:21]([C:22]3[CH:27]=[CH:26][N:25]=[C:24]([NH:28][CH2:29][CH2:30][CH2:31][CH3:32])[N:23]=3)=[C:11]3[CH:12]=[CH:13][CH:14]=[C:15]([NH:16][CH2:17][CH2:18][CH2:19][CH3:20])[N:10]3[N:9]=2)=[CH:4][CH:3]=1.[C:33]1(=O)[CH2:38][CH2:37][CH2:36][CH2:35][CH2:34]1.C(O)(=O)C.C(O[BH-](OC(=O)C)OC(=O)C)(=O)C.[Na+].C(=O)(O)[O-].[Na+]. The catalyst is ClCCCl.CCOCC. The product is [CH2:17]([NH:16][C:15]1[N:10]2[N:9]=[C:8]([C:5]3[CH:4]=[CH:3][C:2]([NH:1][CH:33]4[CH2:38][CH2:37][CH2:36][CH2:35][CH2:34]4)=[CH:7][CH:6]=3)[C:21]([C:22]3[CH:27]=[CH:26][N:25]=[C:24]([NH:28][CH2:29][CH2:30][CH2:31][CH3:32])[N:23]=3)=[C:11]2[CH:12]=[CH:13][CH:14]=1)[CH2:18][CH2:19][CH3:20]. The yield is 0.730. (10) The reactants are [Si:1]([O:8][CH2:9][CH2:10][O:11][C:12]1[CH:17]=[CH:16][C:15]([NH:18][C:19](=[O:33])[C:20]([O:23][C:24]2[CH:29]=[CH:28][C:27]([CH:30]3[CH2:32][CH2:31]3)=[CH:26][CH:25]=2)=[CH:21][CH3:22])=[CH:14][C:13]=1[O:34][CH:35]([F:37])[F:36])([C:4]([CH3:7])([CH3:6])[CH3:5])([CH3:3])[CH3:2].[H-].[Na+].[CH2:40](Br)[CH:41]=[CH2:42]. The catalyst is CN(C=O)C.O. The product is [CH2:42]([N:18]([C:15]1[CH:16]=[CH:17][C:12]([O:11][CH2:10][CH2:9][O:8][Si:1]([C:4]([CH3:7])([CH3:5])[CH3:6])([CH3:3])[CH3:2])=[C:13]([O:34][CH:35]([F:36])[F:37])[CH:14]=1)[C:19](=[O:33])[C:20]([O:23][C:24]1[CH:25]=[CH:26][C:27]([CH:30]2[CH2:31][CH2:32]2)=[CH:28][CH:29]=1)=[CH:21][CH3:22])[CH:41]=[CH2:40]. The yield is 0.750.